This data is from Peptide-MHC class I binding affinity with 185,985 pairs from IEDB/IMGT. The task is: Regression. Given a peptide amino acid sequence and an MHC pseudo amino acid sequence, predict their binding affinity value. This is MHC class I binding data. (1) The peptide sequence is FAHELEMLC. The MHC is HLA-A11:01 with pseudo-sequence HLA-A11:01. The binding affinity (normalized) is 0.0847. (2) The peptide sequence is GESSRCYSI. The MHC is HLA-B45:01 with pseudo-sequence HLA-B45:01. The binding affinity (normalized) is 0.339. (3) The peptide sequence is ESYKVIGM. The MHC is Mamu-B17 with pseudo-sequence Mamu-B17. The binding affinity (normalized) is 0. (4) The peptide sequence is AAITLVVISV. The MHC is HLA-A02:06 with pseudo-sequence HLA-A02:06. The binding affinity (normalized) is 0.696.